This data is from Catalyst prediction with 721,799 reactions and 888 catalyst types from USPTO. The task is: Predict which catalyst facilitates the given reaction. (1) Reactant: [Mg].Cl[Si:3]([CH3:6])([CH3:5])[CH3:4].[F:7][C:8](F)([F:17])[C:9]([C:11]1[CH:16]=[CH:15][CH:14]=[CH:13][CH:12]=1)=[O:10]. Product: [F:7][C:8]([F:17])=[C:9]([C:11]1[CH:12]=[CH:13][CH:14]=[CH:15][CH:16]=1)[O:10][Si:3]([CH3:6])([CH3:5])[CH3:4]. The catalyst class is: 7. (2) Reactant: [OH:1][C:2]1[CH:11]=[CH:10][C:9]([C:12]([N:14]2[CH2:19][CH2:18][O:17][CH2:16][CH2:15]2)=[O:13])=[CH:8][C:3]=1[C:4]([O:6][CH3:7])=[O:5].C(=O)([O-])[O-].[Cs+].[Cs+].[F:26][C:27]1[CH:34]=[CH:33][C:30]([CH2:31]Br)=[CH:29][CH:28]=1. Product: [F:26][C:27]1[CH:34]=[CH:33][C:30]([CH2:31][O:1][C:2]2[CH:11]=[CH:10][C:9]([C:12]([N:14]3[CH2:15][CH2:16][O:17][CH2:18][CH2:19]3)=[O:13])=[CH:8][C:3]=2[C:4]([O:6][CH3:7])=[O:5])=[CH:29][CH:28]=1. The catalyst class is: 21. (3) Reactant: [CH2:1]([N:8]1[CH2:13][CH2:12][N:11](C(OC(C)(C)C)=O)[C@H:10]([CH2:21][N:22](CC2C=CC(OC)=CC=2OC)[C:23](=[O:32])[C:24]2[CH:29]=[CH:28][CH:27]=[CH:26][C:25]=2[O:30][CH3:31])[CH2:9]1)[C:2]1[CH:7]=[CH:6][CH:5]=[CH:4][CH:3]=1.C(O)(C(F)(F)F)=O.C(=O)([O-])O.[Na+].C(=O)([O-])[O-].[K+].[K+]. Product: [CH2:1]([N:8]1[CH2:13][CH2:12][NH:11][C@H:10]([CH2:21][NH:22][C:23](=[O:32])[C:24]2[CH:29]=[CH:28][CH:27]=[CH:26][C:25]=2[O:30][CH3:31])[CH2:9]1)[C:2]1[CH:7]=[CH:6][CH:5]=[CH:4][CH:3]=1. The catalyst class is: 4. (4) Reactant: [Cl:1][C:2]1[CH:3]=[C:4]([NH:9][C:10]([CH3:17])([C:12]([O:14]CC)=[O:13])[CH3:11])[CH:5]=[CH:6][C:7]=1[Cl:8].[Li+:18].[OH-]. Product: [Li+:18].[Cl:1][C:2]1[CH:3]=[C:4]([NH:9][C:10]([CH3:17])([C:12]([O-:14])=[O:13])[CH3:11])[CH:5]=[CH:6][C:7]=1[Cl:8]. The catalyst class is: 20. (5) Reactant: [OH:1][NH:2][C:3](=[O:9])[CH2:4][CH2:5][C:6](N)=[O:7].CN1CCOCC1.Cl.CN(C)CCCN=C=NCC.[CH3:29][C:30]1([CH2:35][CH2:36][C:37](O)=[O:38])[O:34][CH2:33][CH2:32][O:31]1. Product: [CH3:29][C:30]1([CH2:35][CH2:36][C:37]([O:1][N:2]2[C:6](=[O:7])[CH2:5][CH2:4][C:3]2=[O:9])=[O:38])[O:34][CH2:33][CH2:32][O:31]1. The catalyst class is: 4. (6) Reactant: [F:1][C:2]([F:23])([F:22])[CH:3]([CH:9]1[CH2:14][CH2:13][N:12](C(OC(C)(C)C)=O)[CH2:11][CH2:10]1)[O:4][Si](C)(C)C.[ClH:24].CCOCC. Product: [ClH:24].[F:23][C:2]([F:1])([F:22])[CH:3]([CH:9]1[CH2:10][CH2:11][NH:12][CH2:13][CH2:14]1)[OH:4]. The catalyst class is: 61. (7) Reactant: [CH2:1]([N:8]1[C:20]2[CH:19]=[C:18]([C:21]([OH:23])=O)[CH:17]=[CH:16][C:15]=2[C:14]2[C:9]1=[CH:10][C:11]([C:26]1[C:27]([CH3:32])=[N:28][O:29][C:30]=1[CH3:31])=[CH:12][C:13]=2[C:24]#[N:25])[C:2]1[CH:7]=[CH:6][CH:5]=[CH:4][CH:3]=1.CN(C(ON1N=NC2C=CC=CC1=2)=[N+](C)C)C.[B-](F)(F)(F)F.[NH:55]1[CH2:60][CH2:59][O:58][CH2:57][CH2:56]1. Product: [CH2:1]([N:8]1[C:9]2[CH:10]=[C:11]([C:26]3[C:27]([CH3:32])=[N:28][O:29][C:30]=3[CH3:31])[CH:12]=[C:13]([C:24]#[N:25])[C:14]=2[C:15]2[C:20]1=[CH:19][C:18]([C:21]([N:55]1[CH2:60][CH2:59][O:58][CH2:57][CH2:56]1)=[O:23])=[CH:17][CH:16]=2)[C:2]1[CH:7]=[CH:6][CH:5]=[CH:4][CH:3]=1. The catalyst class is: 18. (8) Reactant: [OH-:1].[K+].[CH2:3]1[O:31][C:30]2[CH:29]=[CH:28][C:7]([O:8][C:9]3[CH:17]=[CH:16][CH:15]=[C:14]([O:18][C:19]4[CH:24]=[CH:23][C:22]5[O:25][CH2:26][O:27][C:21]=5[CH:20]=4)[C:10]=3[CH2:11][C:12]#N)=[CH:6][C:5]=2[O:4]1.[OH2:32]. Product: [CH2:3]1[O:31][C:30]2[CH:29]=[CH:28][C:7]([O:8][C:9]3[CH:17]=[CH:16][CH:15]=[C:14]([O:18][C:19]4[CH:24]=[CH:23][C:22]5[O:25][CH2:26][O:27][C:21]=5[CH:20]=4)[C:10]=3[CH2:11][C:12]([OH:32])=[O:1])=[CH:6][C:5]=2[O:4]1. The catalyst class is: 8.